Dataset: hERG Central: cardiac toxicity at 1µM, 10µM, and general inhibition. Task: Predict hERG channel inhibition at various concentrations. (1) The compound is CCN1CCN(CCCOc2ccccc2-c2ccccc2)CC1.O=C(O)C(=O)O. Results: hERG_inhib (hERG inhibition (general)): blocker. (2) The molecule is CN(C)CCCN(C(=O)C1COc2ccccc2O1)c1nc2ccc(F)cc2s1.Cl. Results: hERG_inhib (hERG inhibition (general)): blocker. (3) The molecule is Cc1ccc(-c2nc3cnccn3c2Nc2ccc3c(c2)OCO3)o1. Results: hERG_inhib (hERG inhibition (general)): blocker. (4) The compound is CCCN1CCC(=O)N([C@H](COc2ccccc2)c2ccccc2)CC1. Results: hERG_inhib (hERG inhibition (general)): blocker. (5) The molecule is O=C(CSc1nnc(CNc2ccc(F)cc2)o1)N1CCN(C(=O)c2ccco2)CC1. Results: hERG_inhib (hERG inhibition (general)): blocker.